Task: Binary Classification. Given a miRNA mature sequence and a target amino acid sequence, predict their likelihood of interaction.. Dataset: Experimentally validated miRNA-target interactions with 360,000+ pairs, plus equal number of negative samples (1) The miRNA is hsa-miR-664a-5p with sequence ACUGGCUAGGGAAAAUGAUUGGAU. The protein sequence of the target gene is MLASPEPKGLVPFTKESFELIKQHIAKTHNEDHEEEDLKPTPDLEVGKKLPFIYGNLSQGMVSEPLEDVDPYYYKKKNTFIVLNKNRTIFRFNAASILCTLSPFNCIRRTTIKVLVHPFFQLFILISVLIDCVFMSLTNLPKWRPVLENTLLGIYTFEILVKLFARGVWAGSFSFLGDPWNWLDFSVTVFEVIIRYSPLDFIPTLQTARTLRILKIIPLNQGLKSLVGVLIHCLKQLIGVIILTLFFLSIFSLIGMGLFMGNLKHKCFRWPQENENETLHNRTGNPYYIRETENFYYLEG.... Result: 0 (no interaction). (2) The miRNA is hsa-miR-3153 with sequence GGGGAAAGCGAGUAGGGACAUUU. The protein sequence of the target gene is MTSRKKVLLKVIILGDSGVGKTSLMNQYVNKKFSNQYKATIGADFLTKEVMVDDRLVTMQIWDTAGQERFQSLGVAFYRGADCCVLVFDVTAPNTFKTLDSWRDEFLIQASPRDPENFPFVVLGNKIDLENRQVATKRAQAWCYSKNNIPYFETSAKEAINVEQAFQTIARNALKQETEVELYNEFPEPIKLDKNDRAKASAESCSC. Result: 1 (interaction). (3) The miRNA is mmu-let-7a-5p with sequence UGAGGUAGUAGGUUGUAUAGUU. The protein sequence of the target gene is MIPPEQPQQQLQPPSPAPPNHVVTTIENLPAEGSGGGGSLSASSRAGVRQRIRKVLNREMLISVALGQVLSLLICGIGLTSKYLSEDFHANTPVFQSFLNYILLFLVYTTTLAVRQGEENLLAILRRRWWKYMILGLIDLEANYLVVKAYQYTTLTSIQLLDCFVIPVVILLSWFFLLIRYKAVHFIGIVVCILGMGCMVGADVLVGRHQGAGENKLVGDLLVLGGATLYGISNVWEEYIIRTLSRVEFLGMIGLFGAFFSGIQLAIMEHKELLKVPWDWQIGLLYVGFSACMFGLYSFM.... Result: 0 (no interaction). (4) The miRNA is hsa-miR-571 with sequence UGAGUUGGCCAUCUGAGUGAG. The protein sequence of the target gene is MSSESDDKRARTRSKTLRGPPETTGADLSCPTPGCTGSGHVRGKYSRHRSLQSCPLAKKRKLEDAETEHLVSKRKSHPLRLALDEGYRMDSDGSEDAEVKDVSVSDESEGPLEEAEAEMSGQEEIHHPQTAEGKSLIKPHFDSNPTSSPSGFSKSSYSSYQGIIATSLLNLGQIAEEALVKEDSVSVAKLSPTVVHQLQDEAAMGVNSDEGEKDLFIQPEDVEEVIEVTSERSQEPCPQSLKDMVSEESSKQKGVLGHEEEGEEEEEDEEEEDEEEEEEGEEGEEEEEEEEEEEEEEDEE.... Result: 0 (no interaction). (5) The miRNA is cel-miR-785-3p with sequence UAAGUGAAUUGUUUUGUGUAGA. The protein sequence of the target gene is MMWSNFFLQEENRRRGAAGRRRAHGQGRSGLTPEREGKVKLALLLAAVGATLAVLSVGTEFWVELNTYKANGSAVCEAAHLGLWKACTKRLWQADVPVDRDTCGPAELPGEANCTYFKFFTTGENARIFQRTTKKEVNLAAAVIAVLGLAVMALGCLCIIMVLSKGAEFLLRVGAVCFGLSGLLLLVSLEVFRHSVRALLQRVSPEPPPAPRLTYEYSWSLGCGVGAGLILLLGAGCFLLLTLPSWPWGSLCPKRGHRAT. Result: 0 (no interaction). (6) The miRNA is mmu-miR-3473c with sequence UCUCUCCAGCCCCCAUAAUAAG. The protein sequence of the target gene is MGQLSSANNLFALELFHTLNESNPTGNTIFSPVSISSALAMVYLGARGSTAAQLSKTLHFDSAEDIHSQFQSLTAEVSKRGASHTLKLANRLYGEKTYNFLPEYLASIQKTYSADLALVDFQHASEDARKEINQWVKGQTEEKIQELFAVGVVDSMTKLVLVNATYFKGMWQKKFMARDTTDAPFRLSKKVTKTVKMMYLKNNLPFGYIPDLKCKVLEMPYQGGELSMVILLPEDIEDETTGLEEIEKQLTLEKLQECENLQNIDVCVKLPKFKMEESYILNSNLGQLGVQDLFSSSKAD.... Result: 1 (interaction). (7) The miRNA is hsa-miR-3689b-3p with sequence CUGGGAGGUGUGAUAUUGUGGU. The protein sequence of the target gene is MSPPAGGAAVAADPASPVVLLAVHAAVRPLGAGQDAEAQPRKLQLIADPERPGRFRLGLLGTEPGAVSLEWPLEAICYTVRGPNQHELQPPPGGPGTFSVHFLDPEEAQQWAALVRDATAEGQNGSGSPAPAPAPAMCPISPPCSSMAQIPKATQPEVDLPQSSGNFKKEELATRLSQAIAGGDEKAAAQVAAVLAQHHVALNVQLMEAWFPPGPIRLQVTVEDATSVLSSSSSAHVSLKIHPHCSIAALQDQVFSEFGFPPAVQRWVIGRCLCMPERSLASYGVSQDGDPAFLYLLSAP.... Result: 0 (no interaction). (8) The miRNA is hsa-miR-4469 with sequence GCUCCCUCUAGGGUCGCUCGGA. The protein sequence of the target gene is MGRWALDVAFVWKAALTLGLVLLYYCFSIGITFYNKWLTKSFHFPLFMTMLHLAVIFLFSALSRALVQCSSHKARVVLSWTDYLRRVAPTALATALDVGLSNWSFLYITVSLYTMTKSSAVLFILIFSLIFKLEELRAALVLVVLLIAGGLFMFTYKSTQFNVEGFALVLGASFIGGIRWTLTQILLQKADLGLQNPIDTMFHLQPLMFLGLFPLFAIFEGLHLSTSEKIFRFQDTGLLLWVLGSLLLGGILAFGLGFSEFLLVSRTSSLTLSIAGIFKEVCTLLLAAHLLGDQISLLNW.... Result: 0 (no interaction). (9) The miRNA is hsa-miR-141-3p with sequence UAACACUGUCUGGUAAAGAUGG. The protein sequence of the target gene is MHTPDFAGPDDARAVDIMDICESILERKRHDSERSTCSILEQTDMEAVEALVCMSSWGQRSQKGDLLRIRPLTPVSDSGDVTTTVHMDAATPELPKDFHSLSTLCITPPQSPDLVEPSTRTPVSPQVTDSKACTATDVLQSSAVVARALSGGAERGLLGLEPVPSSPCRAKGTSVIRHTGESPAACFPTIQTPDCRLSDSREGEEQLLGHFETLQDTHLTDSLLSTNLVSCQPCLHKSGGLLLTDKGQQAGWPGAVQTCSPKNYENDLPRKTTPLISVSVPAPPVLCQMIPVTGQSSMLP.... Result: 1 (interaction). (10) The miRNA is hsa-miR-6892-3p with sequence UCCCUCUCCCACCCCUUGCAG. The protein sequence of the target gene is MNGDDAFARRPRAGAQIPEKIQKSFDDIAKYFSKKEWEKMKSLEKISYVYMKRKYEAMTKLGFKATLPPFMHNTGATDLQGNDFDNDRNQGNQVERPQMTFCRLQRIFPKIMPKKPAEEGNDSKGVPEASGSQNDGKHLCPPGKPSTSEKINKTSGPKRGKHAWTHRLRERKQLVIYEEISDPEEDDE. Result: 0 (no interaction).